From a dataset of Reaction yield outcomes from USPTO patents with 853,638 reactions. Predict the reaction yield, written as a fraction of the theoretical maximum amount of product (1.0 means a 100% yield; for example, 0.34 means a 34% yield). (1) The reactants are Cl.CCOCC.C[O:8][C:9]1[CH:10]=[C:11]2[C:16](=[CH:17][CH:18]=1)[C:15]([O:19][C:20]1[CH:25]=[CH:24][C:23]([O:26][CH2:27][CH2:28][N:29]3[CH2:34][CH2:33][CH2:32][CH2:31][CH2:30]3)=[CH:22][CH:21]=1)=[C:14]([O:35][S:36]([C:39]([F:42])([F:41])[F:40])(=[O:38])=[O:37])[CH:13]=[CH:12]2.B(Br)(Br)Br. The catalyst is ClCCl. The product is [OH:8][C:9]1[CH:10]=[C:11]2[C:16](=[CH:17][CH:18]=1)[C:15]([O:19][C:20]1[CH:25]=[CH:24][C:23]([O:26][CH2:27][CH2:28][N:29]3[CH2:30][CH2:31][CH2:32][CH2:33][CH2:34]3)=[CH:22][CH:21]=1)=[C:14]([O:35][S:36]([C:39]([F:41])([F:42])[F:40])(=[O:38])=[O:37])[CH:13]=[CH:12]2. The yield is 0.950. (2) The reactants are [F:1][C:2]1[CH:3]=[CH:4][C:5]2[N:6]([C:8]([C:12]3[N:17]=[C:16]([NH:18][C:19]4[CH:24]=[CH:23][C:22]([C:25]([F:28])([F:27])[F:26])=[CH:21][CH:20]=4)[N:15]=[C:14]([N:29](C(OC(C)(C)C)=O)C(OC(C)(C)C)=O)[CH:13]=3)=[C:9]([CH3:11])[N:10]=2)[CH:7]=1.C(O)(C(F)(F)F)=O. The catalyst is ClCCl. The product is [F:1][C:2]1[CH:3]=[CH:4][C:5]2[N:6]([C:8]([C:12]3[N:17]=[C:16]([NH:18][C:19]4[CH:20]=[CH:21][C:22]([C:25]([F:26])([F:27])[F:28])=[CH:23][CH:24]=4)[N:15]=[C:14]([NH2:29])[CH:13]=3)=[C:9]([CH3:11])[N:10]=2)[CH:7]=1. The yield is 0.870. (3) The reactants are [CH3:1][S:2](Cl)(=[O:4])=[O:3].[OH:6][C:7]1[CH:8]=[C:9]([C:17]([O:19][CH3:20])=[O:18])[CH:10]=[C:11]([CH:16]=1)[C:12]([O:14][CH3:15])=[O:13].CCN(CC)CC. The catalyst is C(Cl)Cl. The product is [CH3:1][S:2]([O:6][C:7]1[CH:16]=[C:11]([C:12]([O:14][CH3:15])=[O:13])[CH:10]=[C:9]([CH:8]=1)[C:17]([O:19][CH3:20])=[O:18])(=[O:4])=[O:3]. The yield is 1.00. (4) The reactants are [CH2:1]([N:4]1[C:9](=[O:10])[CH:8]=[CH:7][CH:6]=[C:5]1[O:11][C@H:12]1[CH2:16][N:15](C(OC(C)(C)C)=O)[C@H:14]([C:24]([O:26][CH3:27])=[O:25])[CH2:13]1)[CH:2]=[CH2:3].[ClH:28]. No catalyst specified. The product is [Cl-:28].[CH2:1]([N:4]1[C:9](=[O:10])[CH:8]=[CH:7][CH:6]=[C:5]1[O:11][C@H:12]1[CH2:16][NH2+:15][C@H:14]([C:24]([O:26][CH3:27])=[O:25])[CH2:13]1)[CH:2]=[CH2:3]. The yield is 1.00. (5) The reactants are [C:1]1([N:7]2[CH2:12][CH2:11][N:10]([C:13]([C@H:15]3[CH2:22][CH2:21][C:18]4([CH2:20][CH2:19]4)[CH2:17][C@@H:16]3[C:23]([OH:25])=O)=[O:14])[CH2:9][CH2:8]2)[CH:6]=[CH:5][CH:4]=[CH:3][CH:2]=1.Cl.NO.F[P-](F)(F)(F)(F)F.[N:36]1([O:45][P+](N(C)C)(N(C)C)N(C)C)C2C=CC=CC=2N=N1.CCN(C(C)C)C(C)C. The product is [OH:45][NH:36][C:23]([C@@H:16]1[C@@H:15]([C:13]([N:10]2[CH2:9][CH2:8][N:7]([C:1]3[CH:6]=[CH:5][CH:4]=[CH:3][CH:2]=3)[CH2:12][CH2:11]2)=[O:14])[CH2:22][CH2:21][C:18]2([CH2:19][CH2:20]2)[CH2:17]1)=[O:25]. The yield is 0.440. The catalyst is CN(C=O)C.